The task is: Predict the product of the given reaction.. This data is from Forward reaction prediction with 1.9M reactions from USPTO patents (1976-2016). (1) Given the reactants [CH3:1][O:2][C@@H:3]([CH3:7])[C:4](O)=[O:5].O=C1N(P(Cl)(N2CCOC2=O)=O)CCO1.C(N(CC)CC)C.[Br:30][C:31]1[C:32]([F:41])=[C:33]2[C:39]([NH2:40])=[CH:38][NH:37][C:34]2=[N:35][CH:36]=1.[Li+].[OH-].C([O-])([O-])=O.[Na+].[Na+], predict the reaction product. The product is: [Br:30][C:31]1[C:32]([F:41])=[C:33]2[C:39]([NH:40][C:4](=[O:5])[C@@H:3]([O:2][CH3:1])[CH3:7])=[CH:38][NH:37][C:34]2=[N:35][CH:36]=1. (2) Given the reactants [Br:1][C:2]1[C:3]([OH:15])=[C:4](/[CH:8]=[CH:9]/[C:10]([O:12][CH2:13][CH3:14])=[O:11])[CH:5]=[CH:6][CH:7]=1.O[CH2:17][CH2:18][NH:19][C:20](=[O:26])[O:21][C:22]([CH3:25])([CH3:24])[CH3:23].C1(P(C2C=CC=CC=2)C2C=CC=CC=2)C=CC=CC=1.N(C(OC(C)C)=O)=NC(OC(C)C)=O, predict the reaction product. The product is: [Br:1][C:2]1[C:3]([O:15][CH2:17][CH2:18][NH:19][C:20]([O:21][C:22]([CH3:25])([CH3:24])[CH3:23])=[O:26])=[C:4](/[CH:8]=[CH:9]/[C:10]([O:12][CH2:13][CH3:14])=[O:11])[CH:5]=[CH:6][CH:7]=1. (3) The product is: [Br:16][CH2:17][CH2:18][O:7][C:6](=[O:8])[C:5]1[CH:9]=[CH:10][C:11]([N+:13]([O-:15])=[O:14])=[CH:12][C:4]=1[CH:1]([CH3:3])[CH3:2]. Given the reactants [CH:1]([C:4]1[CH:12]=[C:11]([N+:13]([O-:15])=[O:14])[CH:10]=[CH:9][C:5]=1[C:6]([OH:8])=[O:7])([CH3:3])[CH3:2].[Br:16][CH2:17][CH2:18]O.S(=O)(=O)(O)O, predict the reaction product.